Dataset: Catalyst prediction with 721,799 reactions and 888 catalyst types from USPTO. Task: Predict which catalyst facilitates the given reaction. (1) Product: [CH:1]([N:4]1[C:12]2[CH:11]=[C:10]([C:13]3[NH:17][N:16]=[N:15][N:14]=3)[CH:9]=[C:8]([C:18]([OH:20])=[O:19])[C:7]=2[C:6]([CH3:22])=[CH:5]1)([CH3:3])[CH3:2]. The catalyst class is: 111. Reactant: [CH:1]([N:4]1[C:12]2[CH:11]=[C:10]([C:13]3[NH:17][N:16]=[N:15][N:14]=3)[CH:9]=[C:8]([C:18]([O:20]C)=[O:19])[C:7]=2[C:6]([CH3:22])=[CH:5]1)([CH3:3])[CH3:2].[OH-].[Na+]. (2) Reactant: [CH3:1][C:2]1[C:6]([C:7]2[CH:8]=[C:9]([C:19]([C:21]3[CH:26]=[CH:25][CH:24]=[CH:23][N:22]=3)=[O:20])[C:10]3[N:14]=[C:13]([O:15][CH2:16][CH3:17])[NH:12][C:11]=3[CH:18]=2)=[C:5]([CH3:27])[O:4][N:3]=1.[CH2:28]([Mg]Cl)[C:29]([CH3:32])([CH3:31])[CH3:30]. Product: [CH3:1][C:2]1[C:6]([C:7]2[CH:8]=[C:9]([C:19]([C:21]3[CH:26]=[CH:25][CH:24]=[CH:23][N:22]=3)([OH:20])[CH2:28][C:29]([CH3:32])([CH3:31])[CH3:30])[C:10]3[N:14]=[C:13]([O:15][CH2:16][CH3:17])[NH:12][C:11]=3[CH:18]=2)=[C:5]([CH3:27])[O:4][N:3]=1. The catalyst class is: 1.